This data is from Retrosynthesis with 50K atom-mapped reactions and 10 reaction types from USPTO. The task is: Predict the reactants needed to synthesize the given product. (1) Given the product COC(=O)CCN(C(=O)c1ccc2cnc(CCc3ccc(C#N)cc3)nc2c1)c1ccccc1, predict the reactants needed to synthesize it. The reactants are: COC(=O)CCNc1ccccc1.N#Cc1ccc(CCc2ncc3ccc(C(=O)O)cc3n2)cc1. (2) Given the product Cc1ccncc1N1CCc2ccc(Oc3ncc(F)cn3)cc2C1=O, predict the reactants needed to synthesize it. The reactants are: Cc1ccncc1N1CCc2ccc(O)cc2C1=O.Fc1cnc(Cl)nc1. (3) Given the product Cc1c(-c2ccccn2)nc2c(Cl)c(F)cc(F)c2c1Cl, predict the reactants needed to synthesize it. The reactants are: CCCC[Sn](CCCC)(CCCC)c1ccccn1.Cc1c(Cl)nc2c(Cl)c(F)cc(F)c2c1Cl. (4) Given the product CCOCCn1c(N2CCCN(CCC3(c4ccccc4)CCN(C(=O)c4cc(-n5nnnc5C(F)(F)F)ccc4OC)C3)CC2)nc2ccccc21, predict the reactants needed to synthesize it. The reactants are: CCOCCn1c(N2CCCN(CCC3(c4ccccc4)CCNC3)CC2)nc2ccccc21.COc1ccc(-n2nnnc2C(F)(F)F)cc1C(=O)O. (5) Given the product CCc1cc(C=C(C#N)C#N)ccc1N=C1SCC2(CCCC2)N1C1CCCC1, predict the reactants needed to synthesize it. The reactants are: CCc1cc(C=O)ccc1N=C1SCC2(CCCC2)N1C1CCCC1.N#CCC#N. (6) Given the product COc1ccc(Cc2ccc(N3CCC[C@H]3C(=O)O)nc2)c(F)c1-c1cccc(Cl)c1, predict the reactants needed to synthesize it. The reactants are: COc1ccc(Cc2ccc(F)nc2)c(F)c1-c1cccc(Cl)c1.O=C(O)[C@@H]1CCCN1.